This data is from NCI-60 drug combinations with 297,098 pairs across 59 cell lines. The task is: Regression. Given two drug SMILES strings and cell line genomic features, predict the synergy score measuring deviation from expected non-interaction effect. (1) Drug 1: C1CCN(CC1)CCOC2=CC=C(C=C2)C(=O)C3=C(SC4=C3C=CC(=C4)O)C5=CC=C(C=C5)O. Drug 2: CCCCCOC(=O)NC1=NC(=O)N(C=C1F)C2C(C(C(O2)C)O)O. Cell line: HOP-62. Synergy scores: CSS=-7.81, Synergy_ZIP=3.73, Synergy_Bliss=1.69, Synergy_Loewe=-3.98, Synergy_HSA=-4.29. (2) Drug 1: CC1=C2C(C(=O)C3(C(CC4C(C3C(C(C2(C)C)(CC1OC(=O)C(C(C5=CC=CC=C5)NC(=O)OC(C)(C)C)O)O)OC(=O)C6=CC=CC=C6)(CO4)OC(=O)C)O)C)O. Drug 2: C1CN1C2=NC(=NC(=N2)N3CC3)N4CC4. Cell line: SK-MEL-2. Synergy scores: CSS=25.8, Synergy_ZIP=1.21, Synergy_Bliss=6.05, Synergy_Loewe=-0.205, Synergy_HSA=0.439. (3) Drug 1: CC1=C(N=C(N=C1N)C(CC(=O)N)NCC(C(=O)N)N)C(=O)NC(C(C2=CN=CN2)OC3C(C(C(C(O3)CO)O)O)OC4C(C(C(C(O4)CO)O)OC(=O)N)O)C(=O)NC(C)C(C(C)C(=O)NC(C(C)O)C(=O)NCCC5=NC(=CS5)C6=NC(=CS6)C(=O)NCCC[S+](C)C)O. Drug 2: CC12CCC3C(C1CCC2OP(=O)(O)O)CCC4=C3C=CC(=C4)OC(=O)N(CCCl)CCCl.[Na+]. Cell line: MALME-3M. Synergy scores: CSS=11.2, Synergy_ZIP=-3.46, Synergy_Bliss=1.51, Synergy_Loewe=-3.73, Synergy_HSA=-0.214. (4) Drug 1: CC1C(C(CC(O1)OC2CC(CC3=C2C(=C4C(=C3O)C(=O)C5=C(C4=O)C(=CC=C5)OC)O)(C(=O)C)O)N)O.Cl. Drug 2: CN(CC1=CN=C2C(=N1)C(=NC(=N2)N)N)C3=CC=C(C=C3)C(=O)NC(CCC(=O)O)C(=O)O. Cell line: A498. Synergy scores: CSS=41.9, Synergy_ZIP=-0.0893, Synergy_Bliss=1.43, Synergy_Loewe=-1.19, Synergy_HSA=2.46. (5) Drug 1: CC1C(C(=O)NC(C(=O)N2CCCC2C(=O)N(CC(=O)N(C(C(=O)O1)C(C)C)C)C)C(C)C)NC(=O)C3=C4C(=C(C=C3)C)OC5=C(C(=O)C(=C(C5=N4)C(=O)NC6C(OC(=O)C(N(C(=O)CN(C(=O)C7CCCN7C(=O)C(NC6=O)C(C)C)C)C)C(C)C)C)N)C. Drug 2: CS(=O)(=O)CCNCC1=CC=C(O1)C2=CC3=C(C=C2)N=CN=C3NC4=CC(=C(C=C4)OCC5=CC(=CC=C5)F)Cl. Cell line: MCF7. Synergy scores: CSS=27.8, Synergy_ZIP=4.93, Synergy_Bliss=10.4, Synergy_Loewe=10.6, Synergy_HSA=10.6. (6) Drug 1: C1=NC2=C(N=C(N=C2N1C3C(C(C(O3)CO)O)O)F)N. Drug 2: CS(=O)(=O)OCCCCOS(=O)(=O)C. Cell line: HOP-92. Synergy scores: CSS=-3.29, Synergy_ZIP=0.753, Synergy_Bliss=-0.0161, Synergy_Loewe=-1.42, Synergy_HSA=-0.957. (7) Drug 1: C1=NC(=NC(=O)N1C2C(C(C(O2)CO)O)O)N. Drug 2: C1=NC2=C(N1)C(=S)N=CN2. Synergy scores: CSS=14.4, Synergy_ZIP=-2.19, Synergy_Bliss=3.67, Synergy_Loewe=-0.675, Synergy_HSA=3.79. Cell line: SNB-19.